This data is from Forward reaction prediction with 1.9M reactions from USPTO patents (1976-2016). The task is: Predict the product of the given reaction. The product is: [C:6]([O:10][C:11]([N:13]1[CH2:18][C@H:17]([CH2:19][Cl:5])[N:16]([CH2:21][C:22]([N:24]2[C:32]3[C:27](=[N:28][CH:29]=[C:30]([CH2:33][C:34]4[CH:39]=[CH:38][C:37]([F:40])=[CH:36][CH:35]=4)[CH:31]=3)[C:26]([CH3:42])([CH3:41])[CH2:25]2)=[O:23])[CH2:15][C@H:14]1[CH3:43])=[O:12])([CH3:9])([CH3:8])[CH3:7]. Given the reactants CS([Cl:5])(=O)=O.[C:6]([O:10][C:11]([N:13]1[CH2:18][C@H:17]([CH2:19]O)[N:16]([CH2:21][C:22]([N:24]2[C:32]3[C:27](=[N:28][CH:29]=[C:30]([CH2:33][C:34]4[CH:39]=[CH:38][C:37]([F:40])=[CH:36][CH:35]=4)[CH:31]=3)[C:26]([CH3:42])([CH3:41])[CH2:25]2)=[O:23])[CH2:15][C@H:14]1[CH3:43])=[O:12])([CH3:9])([CH3:8])[CH3:7].C(N(CC)CC)C, predict the reaction product.